Dataset: Catalyst prediction with 721,799 reactions and 888 catalyst types from USPTO. Task: Predict which catalyst facilitates the given reaction. (1) Reactant: N#N.Cl[CH2:4][C:5]1[S:9][C:8]([C:10]2([CH3:15])[O:14][CH2:13][CH2:12][O:11]2)=[CH:7][CH:6]=1.[C-:16]#[N:17].[Na+].O. Product: [CH3:15][C:10]1([C:8]2[S:9][C:5]([CH2:4][C:16]#[N:17])=[CH:6][CH:7]=2)[O:14][CH2:13][CH2:12][O:11]1. The catalyst class is: 16. (2) Reactant: [CH3:1][O:2][C:3]1[N:8]=[CH:7][C:6]([NH:9][C:10]2[C:15]([C:16]3[N:21]=[C:20]([CH3:22])[N:19]=[C:18](SC)[N:17]=3)=[CH:14][N:13]=[C:12]([N:25]3[CH2:29][CH2:28][CH2:27][CH2:26]3)[N:11]=2)=[CH:5][CH:4]=1.[NH3:30]. Product: [CH3:1][O:2][C:3]1[N:8]=[CH:7][C:6]([NH:9][C:10]2[C:15]([C:16]3[N:21]=[C:20]([CH3:22])[N:19]=[C:18]([NH2:30])[N:17]=3)=[CH:14][N:13]=[C:12]([N:25]3[CH2:29][CH2:28][CH2:27][CH2:26]3)[N:11]=2)=[CH:5][CH:4]=1. The catalyst class is: 12.